This data is from Full USPTO retrosynthesis dataset with 1.9M reactions from patents (1976-2016). The task is: Predict the reactants needed to synthesize the given product. Given the product [NH:1]([C:23]([O:25][C:26]([CH3:28])([CH3:27])[CH3:29])=[O:24])[C@H:2]([C:4]([NH:6][C@H:7]([C:20]([O:22][C:32]1[CH:31]=[CH:30][C:35]([N+:36]([O-:38])=[O:37])=[CH:34][CH:33]=1)=[O:21])[CH2:8][CH2:9][C:10](=[O:19])[O:11][CH2:12][C:13]1[CH:14]=[CH:15][CH:16]=[CH:17][CH:18]=1)=[O:5])[CH3:3], predict the reactants needed to synthesize it. The reactants are: [NH:1]([C:23]([O:25][C:26]([CH3:29])([CH3:28])[CH3:27])=[O:24])[C@H:2]([C:4]([NH:6][C@H:7]([C:20]([OH:22])=[O:21])[CH2:8][CH2:9][C:10](=[O:19])[O:11][CH2:12][C:13]1[CH:18]=[CH:17][CH:16]=[CH:15][CH:14]=1)=[O:5])[CH3:3].[CH:30]1[C:35]([N+:36]([O-:38])=[O:37])=[CH:34][CH:33]=[C:32](O)[CH:31]=1.C1CCC(N=C=NC2CCCCC2)CC1.